Dataset: Reaction yield outcomes from USPTO patents with 853,638 reactions. Task: Predict the reaction yield, written as a fraction of the theoretical maximum amount of product (1.0 means a 100% yield; for example, 0.34 means a 34% yield). (1) The reactants are C(OC([N:8]1[CH2:14][CH2:13][CH2:12][N:11]([CH2:15][C:16](=[O:48])[NH:17][CH:18]([B:35]2[O:43]C3C(C)(C4CC(C3)C4(C)C)[O:36]2)[CH2:19][C:20]2[CH:25]=[CH:24][CH:23]=[C:22]([C:26]([O:28]C(C)(C)C)=[O:27])[C:21]=2OC)[CH2:10][CH2:9]1)=O)(C)(C)C.B(Cl)(Cl)Cl. No catalyst specified. The product is [N:11]1([CH2:15][C:16]([NH:17][CH:18]2[CH2:19][C:20]3[CH:25]=[CH:24][CH:23]=[C:22]([C:26]([OH:28])=[O:27])[C:21]=3[O:43][B:35]2[OH:36])=[O:48])[CH2:12][CH2:13][CH2:14][NH:8][CH2:9][CH2:10]1. The yield is 0.0900. (2) The reactants are [C:1]([NH:4][C:5]1[CH:12]=[CH:11][C:8]([CH:9]=[O:10])=[CH:7][CH:6]=1)(=[O:3])[CH3:2].[Cl:13][O-].[Na+].O. The catalyst is C(O)(=O)C. The product is [C:1]([NH:4][C:5]1[CH:12]=[CH:11][C:8]([CH:9]=[O:10])=[CH:7][C:6]=1[Cl:13])(=[O:3])[CH3:2]. The yield is 0.320. (3) The reactants are Cl.[C:2](Cl)(=[O:9])[C:3]1[CH:8]=[CH:7][N:6]=[CH:5][CH:4]=1.C(N(CC)CC)C.[NH2:18][CH2:19][C:20]1[CH:25]=[CH:24][CH:23]=[CH:22][N:21]=1. The catalyst is ClCCl. The product is [N:21]1[CH:22]=[CH:23][CH:24]=[CH:25][C:20]=1[CH2:19][NH:18][C:2]([C:3]1[CH:8]=[CH:7][N:6]=[CH:5][CH:4]=1)=[O:9]. The yield is 0.790. (4) The reactants are [Br:1][C:2]1[S:6][CH:5]=[C:4]([C:7]([OH:9])=O)[CH:3]=1.C(N(CC)C(C)C)(C)C.ON1C2C=CC=CC=2N=N1.Cl.C(N=C=NCCCN(C)C)C.[CH2:41]([NH2:48])[C:42]1[CH:47]=[CH:46][CH:45]=[CH:44][CH:43]=1. The catalyst is CN(C)C=O.C(OCC)(=O)C. The product is [CH2:41]([NH:48][C:7]([C:4]1[CH:3]=[C:2]([Br:1])[S:6][CH:5]=1)=[O:9])[C:42]1[CH:47]=[CH:46][CH:45]=[CH:44][CH:43]=1. The yield is 0.800. (5) The reactants are [CH2:1]([C:3]1[N:4]=[C:5]([CH2:8][CH2:9][C:10]2[CH:15]=[CH:14][N:13]=[C:12]([NH2:16])[CH:11]=2)[S:6][CH:7]=1)[CH3:2].[C:17](OC1C=CC(Cl)=C(Cl)C=1Cl)(=[O:22])[CH2:18][C:19]([O-])=[O:20]. The catalyst is C1(C)C(C)=CC=CC=1. The product is [CH2:1]([C:3]1[N:4]=[C:5]([CH2:8][CH2:9][C:10]2[CH:15]=[CH:14][N:13]3[C:19](=[O:20])[CH:18]=[C:17]([OH:22])[N:16]=[C:12]3[CH:11]=2)[S:6][CH:7]=1)[CH3:2]. The yield is 0.220.